Dataset: Full USPTO retrosynthesis dataset with 1.9M reactions from patents (1976-2016). Task: Predict the reactants needed to synthesize the given product. (1) Given the product [F:18][C:17]([F:20])([F:19])[C:15]([NH:6][C:5]1[CH:7]=[CH:8][C:2]([I:1])=[CH:3][CH:4]=1)=[O:16], predict the reactants needed to synthesize it. The reactants are: [I:1][C:2]1[CH:8]=[CH:7][C:5]([NH2:6])=[CH:4][CH:3]=1.N1C=CC=CC=1.[C:15](O[C:15]([C:17]([F:20])([F:19])[F:18])=[O:16])([C:17]([F:20])([F:19])[F:18])=[O:16].O. (2) Given the product [NH2:1][C:2]1[N:3]=[C:4]([O:27][CH2:26][C:20]2[C:19]([CH3:18])=[CH:24][C:23]([CH3:25])=[CH:22][N:21]=2)[C:5]([C:13]#[N:14])=[C:6]([C:8]2[O:9][CH:10]=[CH:11][CH:12]=2)[N:7]=1, predict the reactants needed to synthesize it. The reactants are: [NH2:1][C:2]1[N:7]=[C:6]([C:8]2[O:9][CH:10]=[CH:11][CH:12]=2)[C:5]([C:13]#[N:14])=[C:4](S(C)=O)[N:3]=1.[CH3:18][C:19]1[C:20]([CH2:26][OH:27])=[N:21][CH:22]=[C:23]([CH3:25])[CH:24]=1.C1CCN2C(=NCCC2)CC1.